Dataset: Merck oncology drug combination screen with 23,052 pairs across 39 cell lines. Task: Regression. Given two drug SMILES strings and cell line genomic features, predict the synergy score measuring deviation from expected non-interaction effect. (1) Drug 1: Cn1nnc2c(C(N)=O)ncn2c1=O. Drug 2: O=C(NOCC(O)CO)c1ccc(F)c(F)c1Nc1ccc(I)cc1F. Cell line: OCUBM. Synergy scores: synergy=5.03. (2) Drug 1: N.N.O=C(O)C1(C(=O)O)CCC1.[Pt]. Drug 2: O=C(NOCC(O)CO)c1ccc(F)c(F)c1Nc1ccc(I)cc1F. Cell line: SKMEL30. Synergy scores: synergy=-19.4. (3) Drug 1: COC1CC2CCC(C)C(O)(O2)C(=O)C(=O)N2CCCCC2C(=O)OC(C(C)CC2CCC(OP(C)(C)=O)C(OC)C2)CC(=O)C(C)C=C(C)C(O)C(OC)C(=O)C(C)CC(C)C=CC=CC=C1C. Drug 2: NC1CCCCC1N.O=C(O)C(=O)O.[Pt+2]. Cell line: OCUBM. Synergy scores: synergy=24.3. (4) Drug 1: NC(=O)c1cccc2cn(-c3ccc(C4CCCNC4)cc3)nc12. Drug 2: NC1(c2ccc(-c3nc4ccn5c(=O)[nH]nc5c4cc3-c3ccccc3)cc2)CCC1. Cell line: UACC62. Synergy scores: synergy=11.2.